This data is from Forward reaction prediction with 1.9M reactions from USPTO patents (1976-2016). The task is: Predict the product of the given reaction. (1) Given the reactants C(OC1C=CC(N2CCN(CCCC3CCCCC3)CC2)=CC=1Cl)C1C=CC=CC=1.C([O:38][C:39]1[CH:44]=[CH:43][C:42]([N:45]2[CH2:50][CH2:49][N:48]([CH2:51][CH2:52][C:53]3[CH:58]=[CH:57][CH:56]=[CH:55][CH:54]=3)[CH2:47][CH2:46]2)=[C:41]([Cl:59])[CH:40]=1)C1C=CC=CC=1, predict the reaction product. The product is: [Cl:59][C:41]1[CH:40]=[C:39]([OH:38])[CH:44]=[CH:43][C:42]=1[N:45]1[CH2:50][CH2:49][N:48]([CH2:51][CH2:52][C:53]2[CH:54]=[CH:55][CH:56]=[CH:57][CH:58]=2)[CH2:47][CH2:46]1. (2) Given the reactants [F:1][C:2]1[CH:7]=[CH:6][C:5]([CH2:8][CH2:9][C:10]([C:12]2[CH:17]=[CH:16][C:15]([O:18][CH3:19])=[CH:14][CH:13]=2)=[O:11])=[CH:4][CH:3]=1.[Br-:20], predict the reaction product. The product is: [Br:20][CH:9]([CH2:8][C:5]1[CH:4]=[CH:3][C:2]([F:1])=[CH:7][CH:6]=1)[C:10]([C:12]1[CH:13]=[CH:14][C:15]([O:18][CH3:19])=[CH:16][CH:17]=1)=[O:11]. (3) Given the reactants Br[C:2]1[C:10]2[N:9]3[CH2:11][CH2:12][NH:13][C:14](=[O:15])[C:8]3=[C:7]([CH3:16])[C:6]=2[CH:5]=[C:4]([Cl:17])[CH:3]=1.CC1(C)C(C)(C)OB([C:26]2[CH:27]=[CH:28][C:29]([NH2:32])=[N:30][CH:31]=2)O1, predict the reaction product. The product is: [NH2:32][C:29]1[N:30]=[CH:31][C:26]([C:2]2[C:10]3[N:9]4[CH2:11][CH2:12][NH:13][C:14](=[O:15])[C:8]4=[C:7]([CH3:16])[C:6]=3[CH:5]=[C:4]([Cl:17])[CH:3]=2)=[CH:27][CH:28]=1. (4) Given the reactants [NH2:1][CH:2]([CH2:12][C:13]1[CH:18]=[CH:17][C:16]([C:19]([F:22])([F:21])[F:20])=[CH:15][CH:14]=1)[CH:3]([C:5]1[CH:10]=[CH:9][C:8]([F:11])=[CH:7][CH:6]=1)[OH:4].[C:23]1([CH2:29][C:30](Cl)=[O:31])[CH:28]=[CH:27][CH:26]=[CH:25][CH:24]=1.C(=O)([O-])O.[Na+], predict the reaction product. The product is: [F:11][C:8]1[CH:9]=[CH:10][C:5]([CH:3]([OH:4])[CH:2]([NH:1][C:30](=[O:31])[CH2:29][C:23]2[CH:28]=[CH:27][CH:26]=[CH:25][CH:24]=2)[CH2:12][C:13]2[CH:18]=[CH:17][C:16]([C:19]([F:22])([F:20])[F:21])=[CH:15][CH:14]=2)=[CH:6][CH:7]=1. (5) Given the reactants O[C:2]1[C:3]([OH:12])=[C:4]([C:7]([CH2:10][CH3:11])=[CH:8][CH:9]=1)[CH:5]=[O:6].[CH2:13](Cl)[C:14]1[CH:19]=[CH:18][CH:17]=[CH:16][CH:15]=1.[C:21]([O-:24])([O-])=O.[K+].[K+], predict the reaction product. The product is: [CH2:13]([O:12][C:3]1[CH:2]=[C:9]([O:24][CH2:21][C:2]2[CH:3]=[CH:4][CH:7]=[CH:8][CH:9]=2)[CH:8]=[C:7]([CH2:10][CH3:11])[C:4]=1[CH:5]=[O:6])[C:14]1[CH:19]=[CH:18][CH:17]=[CH:16][CH:15]=1. (6) Given the reactants [Cl:1][C:2]1[C:9]([Cl:10])=[CH:8][CH:7]=[CH:6][C:3]=1[CH2:4]Cl.[CH2:11]([N:18]1[C:26]2[C:21](=[CH:22][CH:23]=[C:24]([CH2:27][C:28]([OH:30])=[O:29])[CH:25]=2)[CH:20]=[CH:19]1)[C:12]1[CH:17]=[CH:16][CH:15]=[CH:14][CH:13]=1, predict the reaction product. The product is: [Cl:1][C:2]1[C:9]([Cl:10])=[CH:8][CH:7]=[CH:6][C:3]=1[CH2:4][N:18]1[C:26]2[C:21](=[CH:22][CH:23]=[C:24]([CH2:27][C:28]([OH:30])=[O:29])[CH:25]=2)[CH:20]=[CH:19]1.[CH2:11]([N:18]1[C:26]2[C:21](=[CH:22][CH:23]=[C:24]([CH2:27][C:28]([OH:30])=[O:29])[CH:25]=2)[CH:20]=[CH:19]1)[C:12]1[CH:13]=[CH:14][CH:15]=[CH:16][CH:17]=1.